Dataset: Reaction yield outcomes from USPTO patents with 853,638 reactions. Task: Predict the reaction yield, written as a fraction of the theoretical maximum amount of product (1.0 means a 100% yield; for example, 0.34 means a 34% yield). (1) The reactants are [Cl-].[NH4+].Cl.C([N:6]=C=NCCCN(C)C)C.O.ON1C2C=CC=CC=2N=N1.C(N(C(C)C)CC)(C)C.[NH2:35][C:36]1[CH:44]=[CH:43][C:39]([C:40](O)=[O:41])=[C:38]([Cl:45])[CH:37]=1.C(=O)([O-])O.[Na+]. The catalyst is CN(C)C=O. The product is [NH2:35][C:36]1[CH:44]=[CH:43][C:39]([C:40]([NH2:6])=[O:41])=[C:38]([Cl:45])[CH:37]=1. The yield is 0.790. (2) The reactants are F[C:2]1[CH:7]=[CH:6][C:5]([N+:8]([O-:10])=[O:9])=[C:4]([F:11])[C:3]=1[F:12].[NH:13]1[CH2:18][CH2:17][O:16][CH2:15][CH2:14]1.C([O-])([O-])=O.[K+].[K+]. The catalyst is CS(C)=O.CCOC(C)=O. The product is [F:12][C:3]1[C:4]([F:11])=[C:5]([N+:8]([O-:10])=[O:9])[CH:6]=[CH:7][C:2]=1[N:13]1[CH2:18][CH2:17][O:16][CH2:15][CH2:14]1. The yield is 0.670.